From a dataset of Forward reaction prediction with 1.9M reactions from USPTO patents (1976-2016). Predict the product of the given reaction. (1) Given the reactants [ClH:1].C(OCC)C.[F:7][C:8]1[CH:13]=[CH:12][C:11]([NH:14][C:15]2[N:20]=[C:19]([NH:21][CH2:22][CH2:23][CH3:24])[N:18]=[C:17]([NH:25][CH2:26][C:27]#[CH:28])[N:16]=2)=[CH:10][CH:9]=1, predict the reaction product. The product is: [ClH:1].[F:7][C:8]1[CH:9]=[CH:10][C:11]([NH:14][C:15]2[N:16]=[C:17]([NH:25][CH2:26][CH2:27][CH3:28])[N:18]=[C:19]([NH:21][CH2:22][C:23]#[CH:24])[N:20]=2)=[CH:12][CH:13]=1. (2) Given the reactants [CH2:1]([CH:3]([NH:6][C:7]1[CH:12]=[C:11]([CH3:13])[N:10]=[C:9]([O:14][C:15]2[C:20]([CH3:21])=[CH:19][C:18]([CH3:22])=[CH:17][C:16]=2[CH3:23])[C:8]=1[NH2:24])[CH2:4][CH3:5])[CH3:2].C[Si]([N-][Si](C)(C)C)(C)C.[Li+].[CH2:35](Br)[CH:36]=[CH2:37], predict the reaction product. The product is: [CH2:37]([NH:24][C:8]1[C:9]([O:14][C:15]2[C:20]([CH3:21])=[CH:19][C:18]([CH3:22])=[CH:17][C:16]=2[CH3:23])=[N:10][C:11]([CH3:13])=[CH:12][C:7]=1[NH:6][CH:3]([CH2:4][CH3:5])[CH2:1][CH3:2])[CH:36]=[CH2:35]. (3) Given the reactants [NH:1]1[CH2:4][CH:3]([O:5][C:6]2[N:7]([CH3:33])[C:8]3[C:13]([N:14]=2)=[C:12]([N:15]2[CH2:20][CH2:19][O:18][CH2:17][CH2:16]2)[N:11]=[C:10]([N:21]2[C:25]4[CH:26]=[CH:27][CH:28]=[CH:29][C:24]=4[N:23]=[C:22]2[CH:30]([CH3:32])[CH3:31])[N:9]=3)[CH2:2]1.[CH3:34][C:35]1([O:38][CH2:37]1)[CH3:36].CN(C=O)C, predict the reaction product. The product is: [CH:30]([C:22]1[N:21]([C:10]2[N:9]=[C:8]3[C:13]([N:14]=[C:6]([O:5][CH:3]4[CH2:4][N:1]([CH2:34][C:35]([CH3:37])([OH:38])[CH3:36])[CH2:2]4)[N:7]3[CH3:33])=[C:12]([N:15]3[CH2:16][CH2:17][O:18][CH2:19][CH2:20]3)[N:11]=2)[C:25]2[CH:26]=[CH:27][CH:28]=[CH:29][C:24]=2[N:23]=1)([CH3:31])[CH3:32]. (4) Given the reactants [H-].[Na+].[C:3]([O:12][CH2:13][CH:14]=[CH2:15])(=[O:11])[CH2:4][C:5]([O:7][CH2:8][CH:9]=[CH2:10])=[O:6].Cl[CH2:17][C:18]1[CH:27]=[CH:26][C:21]([C:22]([O:24][CH3:25])=[O:23])=[CH:20][CH:19]=1.Cl, predict the reaction product. The product is: [CH3:25][O:24][C:22]([C:21]1[CH:26]=[CH:27][C:18]([CH2:17][CH:4]([C:5]([O:7][CH2:8][CH:9]=[CH2:10])=[O:6])[C:3]([O:12][CH2:13][CH:14]=[CH2:15])=[O:11])=[CH:19][CH:20]=1)=[O:23]. (5) The product is: [CH2:15]([C:11]1[N:10]([CH2:9][C:8]([C:5]2[N:6]=[CH:7][C:2]([C:24]3[CH:23]=[CH:22][C:21]([N:34]4[CH2:38][C@H:37]([CH2:39][N:40]5[CH:44]=[CH:43][N:42]=[N:41]5)[O:36][C:35]4=[O:45])=[CH:20][C:19]=3[F:18])=[CH:3][CH:4]=2)=[O:17])[CH:14]=[CH:13][N:12]=1)[CH3:16]. Given the reactants Br[C:2]1[CH:3]=[CH:4][C:5]([C:8](=[O:17])[CH2:9][N:10]2[CH:14]=[CH:13][N:12]=[C:11]2[CH2:15][CH3:16])=[N:6][CH:7]=1.[F:18][C:19]1[CH:20]=[C:21]([N:34]2[CH2:38][C@H:37]([CH2:39][N:40]3[CH:44]=[CH:43][N:42]=[N:41]3)[O:36][C:35]2=[O:45])[CH:22]=[CH:23][C:24]=1B1OC(C)(C)C(C)(C)O1.C(=O)([O-])[O-].[K+].[K+], predict the reaction product. (6) Given the reactants [NH:1]([C:15]([O:17][C:18]([CH3:21])([CH3:20])[CH3:19])=[O:16])[C@H:2]([C:8]([O:10][C:11]([CH3:14])([CH3:13])[CH3:12])=[O:9])[CH2:3][CH2:4][CH2:5][CH2:6]N.[OH-:22].[Na+], predict the reaction product. The product is: [C:18]([O:17][C:15]([NH:1][C@@H:2]([CH2:3][CH2:4][CH2:5][CH2:6][OH:22])[C:8]([O:10][C:11]([CH3:14])([CH3:13])[CH3:12])=[O:9])=[O:16])([CH3:21])([CH3:20])[CH3:19]. (7) Given the reactants C(OC([N:8]1[CH2:12][CH2:11][CH2:10][C@@H:9]1[CH2:13][O:14][C:15]1[CH:20]=[CH:19][C:18]([O:21][C:22]2[CH:27]=[CH:26][C:25]([O:28][C:29]([F:32])([F:31])[F:30])=[CH:24][CH:23]=2)=[CH:17][CH:16]=1)=O)(C)(C)C.[ClH:33], predict the reaction product. The product is: [ClH:33].[F:31][C:29]([F:30])([F:32])[O:28][C:25]1[CH:26]=[CH:27][C:22]([O:21][C:18]2[CH:19]=[CH:20][C:15]([O:14][CH2:13][C@H:9]3[CH2:10][CH2:11][CH2:12][NH:8]3)=[CH:16][CH:17]=2)=[CH:23][CH:24]=1. (8) Given the reactants [CH3:1][N:2]1[CH2:7][CH2:6][N:5]([CH2:8][CH2:9][CH2:10][NH:11][C:12]2[CH:17]=[CH:16][C:15]([N+:18]([O-])=O)=[CH:14][CH:13]=2)[CH2:4][CH2:3]1.C1(N)C(F)=C(F)C(F)=C(N)C=1F.[ClH:33].Cl, predict the reaction product. The product is: [ClH:33].[ClH:33].[CH3:1][N:2]1[CH2:3][CH2:4][N:5]([CH2:8][CH2:9][CH2:10][NH:11][C:12]2[CH:13]=[CH:14][C:15]([NH2:18])=[CH:16][CH:17]=2)[CH2:6][CH2:7]1. (9) Given the reactants [OH-].[Na+].C([O:5][C:6]([C:8]1[C:9]2[S:17][CH:16]=[C:15]([CH2:18][O:19][C:20]3[CH:25]=[CH:24][CH:23]=[C:22]([O:26][CH2:27][C:28]4[CH:33]=[CH:32][C:31]([C:34]#[N:35])=[CH:30][CH:29]=4)[CH:21]=3)[C:10]=2[C:11]([NH2:14])=[N:12][CH:13]=1)=[O:7])C, predict the reaction product. The product is: [NH2:14][C:11]1[C:10]2[C:15]([CH2:18][O:19][C:20]3[CH:25]=[CH:24][CH:23]=[C:22]([O:26][CH2:27][C:28]4[CH:33]=[CH:32][C:31]([C:34]#[N:35])=[CH:30][CH:29]=4)[CH:21]=3)=[CH:16][S:17][C:9]=2[C:8]([C:6]([OH:7])=[O:5])=[CH:13][N:12]=1. (10) Given the reactants [C:1]([O:5][C:6]([N:8]1[C:16]2[C:11](=[CH:12][CH:13]=[C:14]([N+:17]([O-:19])=[O:18])[CH:15]=2)[C:10](I)=[N:9]1)=[O:7])([CH3:4])([CH3:3])[CH3:2].[N:21]1[CH:26]=[CH:25][CH:24]=[C:23](B(O)O)[CH:22]=1, predict the reaction product. The product is: [C:1]([O:5][C:6]([N:8]1[C:16]2[C:11](=[CH:12][CH:13]=[C:14]([N+:17]([O-:19])=[O:18])[CH:15]=2)[C:10]([C:23]2[CH:22]=[N:21][CH:26]=[CH:25][CH:24]=2)=[N:9]1)=[O:7])([CH3:4])([CH3:3])[CH3:2].